From a dataset of Reaction yield outcomes from USPTO patents with 853,638 reactions. Predict the reaction yield, written as a fraction of the theoretical maximum amount of product (1.0 means a 100% yield; for example, 0.34 means a 34% yield). (1) The reactants are [Cl:1][C:2]1[CH:3]=[C:4]2[C:8](=[CH:9][CH:10]=1)[NH:7][CH:6]=[C:5]2[CH2:11][CH2:12][NH:13][C:14](=[O:23])[C:15]1[CH:20]=[CH:19][C:18]([CH2:21]Cl)=[CH:17][CH:16]=1.[NH:24]1[CH2:29][CH2:28][CH2:27][CH2:26][CH2:25]1.[I-].[Na+]. The product is [Cl:1][C:2]1[CH:3]=[C:4]2[C:8](=[CH:9][CH:10]=1)[NH:7][CH:6]=[C:5]2[CH2:11][CH2:12][NH:13][C:14](=[O:23])[C:15]1[CH:20]=[CH:19][C:18]([CH2:21][N:24]2[CH2:29][CH2:28][CH2:27][CH2:26][CH2:25]2)=[CH:17][CH:16]=1. The yield is 0.900. The catalyst is C1COCC1. (2) The reactants are [Cl:1][C:2]1[CH:6]=[N:5][N:4]([CH:7]([CH3:9])[CH3:8])[C:3]=1[C:10]1[CH:11]=[C:12]([NH2:18])[CH:13]=[CH:14][C:15]=1[O:16][CH3:17].[Cl:19][C:20]1[CH:21]=[C:22]([N:27]=[C:28]=[O:29])[CH:23]=[CH:24][C:25]=1[F:26]. The catalyst is C(Cl)Cl. The product is [Cl:19][C:20]1[CH:21]=[C:22]([NH:27][C:28]([NH:18][C:12]2[CH:13]=[CH:14][C:15]([O:16][CH3:17])=[C:10]([C:3]3[N:4]([CH:7]([CH3:9])[CH3:8])[N:5]=[CH:6][C:2]=3[Cl:1])[CH:11]=2)=[O:29])[CH:23]=[CH:24][C:25]=1[F:26]. The yield is 0.280. (3) The reactants are [NH2:1][C:2]([NH2:4])=[S:3].[Br:5][CH2:6][C:7](=O)[C:8]([O:10][CH2:11][CH3:12])=[O:9]. The catalyst is CCO. The product is [BrH:5].[NH2:1][C:2]1[S:3][CH:6]=[C:7]([C:8]([O:10][CH2:11][CH3:12])=[O:9])[N:4]=1. The yield is 0.850. (4) The reactants are [C:1]([N:5]1[CH2:22][CH:21]([CH:23]([OH:26])CO)[O:20][C:7]2([CH2:12][CH2:11][N:10]([C:13]([O:15][C:16]([CH3:19])([CH3:18])[CH3:17])=[O:14])[CH2:9][CH2:8]2)[CH2:6]1)([CH3:4])([CH3:3])[CH3:2].I([O-])(=O)(=O)=O.[Na+].O.[BH4-].[Na+]. The catalyst is O1CCCC1.[Cl-].[Na+].O.C(OCC)(=O)C.CO.ClCCl. The product is [C:1]([N:5]1[CH2:22][CH:21]([CH2:23][OH:26])[O:20][C:7]2([CH2:12][CH2:11][N:10]([C:13]([O:15][C:16]([CH3:17])([CH3:18])[CH3:19])=[O:14])[CH2:9][CH2:8]2)[CH2:6]1)([CH3:2])([CH3:3])[CH3:4]. The yield is 0.710. (5) The reactants are C([O:3][CH:4](OCC)[CH2:5][N:6]1[C:10](=[O:11])[C:9]2=[CH:12][CH:13]=[CH:14][CH:15]=[C:8]2[C:7]1=[O:16])C. The catalyst is Cl. The product is [C:7]1(=[O:16])[N:6]([CH2:5][CH:4]=[O:3])[C:10](=[O:11])[C:9]2=[CH:12][CH:13]=[CH:14][CH:15]=[C:8]12. The yield is 0.880. (6) The reactants are [Cl:1][C:2]1[CH:21]=[CH:20][C:5]([CH2:6][NH:7][C:8](=[O:19])[NH:9][O:10][CH2:11][C:12]([O:14]C(C)(C)C)=[O:13])=[CH:4][CH:3]=1.Cl.O1CCOCC1. No catalyst specified. The product is [Cl:1][C:2]1[CH:3]=[CH:4][C:5]([CH2:6][NH:7][C:8](=[O:19])[NH:9][O:10][CH2:11][C:12]([OH:14])=[O:13])=[CH:20][CH:21]=1. The yield is 1.00. (7) The reactants are [NH2:1][C:2](=[O:30])[C:3]([C:5]1[C:13]2[C:8](=[C:9]3[CH2:21][CH2:20][CH2:19][C:10]3=[CH:11][C:12]=2[O:14][CH2:15][C:16]([OH:18])=O)[N:7]([CH2:22][C:23]2[CH:28]=[CH:27][CH:26]=[CH:25][CH:24]=2)[C:6]=1[CH3:29])=[O:4].C(N(C(C)C)CC)(C)C.[C:40]1([S:46]([NH2:49])(=[O:48])=[O:47])[CH:45]=[CH:44][CH:43]=[CH:42][CH:41]=1.Cl.CN(C)CCCN=C=NCC.Cl. The catalyst is C(Cl)Cl.C(OCC)(=O)C. The product is [C:40]1([S:46]([NH:49][C:16](=[O:18])[CH2:15][O:14][C:12]2[CH:11]=[C:10]3[C:9]([CH2:21][CH2:20][CH2:19]3)=[C:8]3[C:13]=2[C:5]([C:3](=[O:4])[C:2]([NH2:1])=[O:30])=[C:6]([CH3:29])[N:7]3[CH2:22][C:23]2[CH:28]=[CH:27][CH:26]=[CH:25][CH:24]=2)(=[O:48])=[O:47])[CH:45]=[CH:44][CH:43]=[CH:42][CH:41]=1. The yield is 0.0900. (8) The reactants are [CH2:1]([O:8][C:9]([N:11]1[CH2:16][CH2:15][N+:14]2=[N:17]O[C:19]([O-])=[C:13]2[CH2:12]1)=[O:10])[C:2]1[CH:7]=[CH:6][CH:5]=[CH:4][CH:3]=1.C(OC(N1CCNC(C(O)=O)C1)=O)C1C=CC=CC=1.[F:40][C:41]([F:45])([F:44])[C:42]#C. The catalyst is CC1C=CC=CC=1C. The product is [F:40][C:41]([F:45])([F:44])[C:42]1[CH:19]=[C:13]2[CH2:12][N:11]([C:9]([O:8][CH2:1][C:2]3[CH:7]=[CH:6][CH:5]=[CH:4][CH:3]=3)=[O:10])[CH2:16][CH2:15][N:14]2[N:17]=1. The yield is 0.610. (9) The reactants are [F:1][C:2]1[CH:7]=[C:6]([O:8]C)[CH:5]=[C:4]([F:10])[C:3]=1[N:11]1[CH:15]=[C:14]([C:16]([F:19])([F:18])[F:17])[CH:13]=[N:12]1.B(Br)(Br)Br. The catalyst is ClCCl. The product is [F:1][C:2]1[CH:7]=[C:6]([OH:8])[CH:5]=[C:4]([F:10])[C:3]=1[N:11]1[CH:15]=[C:14]([C:16]([F:18])([F:19])[F:17])[CH:13]=[N:12]1. The yield is 0.880. (10) The reactants are CC([O-])(C)C.[K+].[CH2:7]([N:14]1[C:22]2[C:17](=[CH:18][CH:19]=[CH:20][N:21]=2)[CH:16]=[CH:15]1)C1C=CC=CC=1.[SiH:23]([CH2:28][CH3:29])([CH2:26][CH3:27])[CH2:24][CH3:25].C1COCC1. The catalyst is CCOC(C)=O. The product is [CH3:7][N:14]1[C:22]2=[N:21][CH:20]=[CH:19][CH:18]=[C:17]2[CH:16]=[C:15]1[Si:23]([CH2:28][CH3:29])([CH2:26][CH3:27])[CH2:24][CH3:25]. The yield is 0.560.